From a dataset of Forward reaction prediction with 1.9M reactions from USPTO patents (1976-2016). Predict the product of the given reaction. (1) Given the reactants [CH2:1]([C:13]1[CH:14]=[C:15]([C:18]2[S:19][CH:20]=[C:21]([CH2:23][CH2:24][CH2:25][CH2:26][CH2:27][CH2:28][CH2:29][CH2:30][CH2:31][CH2:32][CH2:33][CH3:34])[CH:22]=2)[S:16][CH:17]=1)[CH2:2][CH2:3][CH2:4][CH2:5][CH2:6][CH2:7][CH2:8][CH2:9][CH2:10][CH2:11][CH3:12].C1C(=O)N([Br:42])C(=O)C1.O, predict the reaction product. The product is: [Br:42][C:20]1[S:19][C:18]([C:15]2[S:16][CH:17]=[C:13]([CH2:1][CH2:2][CH2:3][CH2:4][CH2:5][CH2:6][CH2:7][CH2:8][CH2:9][CH2:10][CH2:11][CH3:12])[CH:14]=2)=[CH:22][C:21]=1[CH2:23][CH2:24][CH2:25][CH2:26][CH2:27][CH2:28][CH2:29][CH2:30][CH2:31][CH2:32][CH2:33][CH3:34]. (2) Given the reactants Br[C:2]1[C:7]([CH3:8])=[CH:6][C:5]([OH:9])=[C:4]([CH:10]2[CH2:12][CH2:11]2)[CH:3]=1.[CH3:13][C:14]([CH3:17])([O-])[CH3:15].[Na+].CC[O:21]CC.[NH4+].[Cl-], predict the reaction product. The product is: [C:14]([O:9][C:5]1[C:4]([CH:10]2[CH2:12][CH2:11]2)=[CH:3][C:2]([OH:21])=[C:7]([CH3:8])[CH:6]=1)([CH3:17])([CH3:15])[CH3:13]. (3) Given the reactants CO[C:3]1[CH:8]=[CH:7][C:6]([C@@H:9]([N:11]([CH2:22][C:23]2[N:24]=[C:25]3[CH:30]=[CH:29][CH:28]=[C:27]([N:31]4[CH2:36][CH2:35][N:34]([CH3:37])[CH2:33][CH2:32]4)[N:26]3[CH:38]=2)[C@@H:12]2[C:21]3[N:20]=[CH:19][CH:18]=[CH:17][C:16]=3[CH2:15][CH2:14][CH2:13]2)C)=[CH:5][CH:4]=1.[F:39][C:40]([F:50])([F:49])C1C=CC=CC=1C=O, predict the reaction product. The product is: [CH3:37][N:34]1[CH2:33][CH2:32][N:31]([C:27]2[N:26]3[CH:38]=[C:23]([CH2:22][N:11]([CH2:9][C:6]4[CH:7]=[CH:8][CH:3]=[CH:4][C:5]=4[C:40]([F:50])([F:49])[F:39])[C@@H:12]4[C:21]5[N:20]=[CH:19][CH:18]=[CH:17][C:16]=5[CH2:15][CH2:14][CH2:13]4)[N:24]=[C:25]3[CH:30]=[CH:29][CH:28]=2)[CH2:36][CH2:35]1. (4) Given the reactants [CH3:1][CH:2]([CH3:28])[CH:3]([NH:15][S:16]([C:19]1[CH:24]=[CH:23][CH:22]=[CH:21][C:20]=1[N+:25]([O-])=O)(=[O:18])=[O:17])[CH2:4][N:5]1[CH:9]=[CH:8][C:7]([CH:10]=[CH2:11])=[C:6]1/[CH:12]=[CH:13]\[CH3:14].Cl.C(=O)(O)[O-].[Na+], predict the reaction product. The product is: [NH2:25][C:20]1[CH:21]=[CH:22][CH:23]=[CH:24][C:19]=1[S:16]([NH:15][CH:3]([CH2:4][N:5]1[CH:9]=[CH:8][C:7]([CH:10]=[CH2:11])=[C:6]1/[CH:12]=[CH:13]\[CH3:14])[CH:2]([CH3:28])[CH3:1])(=[O:18])=[O:17]. (5) Given the reactants [F:1][C:2]1[CH:3]=[CH:4][CH:5]=[C:6]2[C:10]=1[CH:9]([NH:11][C:12]1[CH:21]=[CH:20][C:19]3[C:14](=[CH:15][CH:16]=[C:17]([NH2:22])[CH:18]=3)[N:13]=1)[CH2:8][CH2:7]2.[CH3:23][N:24]1[CH2:29][CH2:28][N:27]([CH2:30][C:31](O)=[O:32])[CH2:26][CH2:25]1, predict the reaction product. The product is: [F:1][C:2]1[CH:3]=[CH:4][CH:5]=[C:6]2[C:10]=1[CH:9]([NH:11][C:12]1[CH:21]=[CH:20][C:19]3[C:14](=[CH:15][CH:16]=[C:17]([NH:22][C:31](=[O:32])[CH2:30][N:27]4[CH2:28][CH2:29][N:24]([CH3:23])[CH2:25][CH2:26]4)[CH:18]=3)[N:13]=1)[CH2:8][CH2:7]2. (6) Given the reactants [Cl:1][C:2]1[C:7]([S:8]([N:11]2[CH2:17][C@H:16]3[O:18][C@H:13]([CH2:14][CH2:15]3)[CH2:12]2)(=[O:10])=[O:9])=[CH:6][C:5]([C:19]2[N:20]([C:40](Cl)=[O:41])[C:21]([C:33]3[CH:38]=[CH:37][C:36]([Cl:39])=[CH:35][CH:34]=3)([CH3:32])[C:22]([C:25]3[CH:30]=[CH:29][C:28]([Cl:31])=[CH:27][CH:26]=3)([CH3:24])[N:23]=2)=[C:4]([O:43][CH:44]([CH3:46])[CH3:45])[CH:3]=1.[NH:47]1[CH2:52][CH2:51][CH:50]([CH2:53][C:54]([NH2:56])=[O:55])[CH2:49][CH2:48]1, predict the reaction product. The product is: [Cl:1][C:2]1[C:7]([S:8]([N:11]2[CH2:12][C@H:13]3[O:18][C@H:16]([CH2:15][CH2:14]3)[CH2:17]2)(=[O:10])=[O:9])=[CH:6][C:5]([C:19]2[N:20]([C:40]([N:47]3[CH2:52][CH2:51][CH:50]([CH2:53][C:54]([NH2:56])=[O:55])[CH2:49][CH2:48]3)=[O:41])[C@@:21]([C:33]3[CH:34]=[CH:35][C:36]([Cl:39])=[CH:37][CH:38]=3)([CH3:32])[C@@:22]([C:25]3[CH:30]=[CH:29][C:28]([Cl:31])=[CH:27][CH:26]=3)([CH3:24])[N:23]=2)=[C:4]([O:43][CH:44]([CH3:46])[CH3:45])[CH:3]=1.